Dataset: M1 muscarinic receptor agonist screen with 61,833 compounds. Task: Binary Classification. Given a drug SMILES string, predict its activity (active/inactive) in a high-throughput screening assay against a specified biological target. (1) The drug is Fc1c(N2CCN(CC2)CC(=O)c2cc3OCOc3cc2)cccc1. The result is 0 (inactive). (2) The molecule is Clc1c(N(S(=O)(=O)C)CC(=O)Nc2ccc(NC(=O)C)cc2)cccc1. The result is 0 (inactive). (3) The drug is Fc1c(C(=O)Nc2c(n(n(c2=O)c2ccccc2)C)C)cccc1. The result is 0 (inactive). (4) The compound is O=C1N(C(=O)N(C(=O)C21C(N(c1nc3n(c(=O)c1C2)cccc3)CC)C)C)C. The result is 0 (inactive). (5) The molecule is S(=O)(=O)(N1CCN(CC2C3CC(C2)C=C3)CC1)C. The result is 1 (active). (6) The compound is S(C=1NC(=C(C(C1C#N)c1ccccc1)C(=O)C)C)CC(OCC)=O. The result is 0 (inactive). (7) The drug is FC(F)(F)c1cc(N2CCN(C3CC(=O)N(C3=O)c3ccccc3)CC2)ccc1. The result is 0 (inactive). (8) The drug is s1c2c(c3c(N4C(CCC4)C(O)=O)ncnc13)CCC2. The result is 0 (inactive). (9) The result is 1 (active). The molecule is O=c1cc2[nH]cccc2cc1. (10) The compound is O1N=C(CC1C(=O)N1CCN(CC1)c1ccccc1)c1c(OC)c(OC)ccc1. The result is 0 (inactive).